Dataset: Experimentally validated miRNA-target interactions with 360,000+ pairs, plus equal number of negative samples. Task: Binary Classification. Given a miRNA mature sequence and a target amino acid sequence, predict their likelihood of interaction. (1) The miRNA is hsa-miR-4291 with sequence UUCAGCAGGAACAGCU. The protein sequence of the target gene is MPHEELPSLQRPRYGSIVDDERLSAEEMDERRRQNIAYEYLCHLEEAKRWMEVCLVEELPPTTELEEGLRNGVYLAKLAKFFAPKMVSEKKIYDVEQTRYKKSGLHFRHTDNTVQWLRAMEAIGLPKIFYPETTDVYDRKNIPRMIYCIHALSLYLFKLGIAPQIQDLLGKVDFTEEEISNMRKELEKYGIQMPAFSKIGGILANELSVDEAALHAAVIAINEAIEKGVAKQTIITLRNPNAVLTCVDDSLSQEYQKELWEAKKKKEESAKLKNSCISEEERDAYEELLTQAEIQSNIST.... Result: 0 (no interaction). (2) The miRNA is hsa-miR-18a-5p with sequence UAAGGUGCAUCUAGUGCAGAUAG. The protein sequence of the target gene is MATLKEKLIASVADDEAAVPNNKITVVGVGQVGMACAISILGKSLADELALVDVLEDKLKGEMMDLQHGSLFLQTPKIVADKDYSVTANSKIVVVTAGVRQQEGESRLNLVQRNVNVFKFIIPQIVKYSPDCTIIVVSNPVDILTYVTWKLSGLPKHRVIGSGCNLDSARFRYLMAEKLGIHPSSCHGWILGEHGDSSVAVWSGVNVAGVSLQELNPEMGTDNDSENWKEVHKMVVDSAYEVIKLKGYTNWAIGLSVADLIESMLKNLSRIHPVSTMVKGMYGIENEVFLSLPCILNARG.... Result: 0 (no interaction). (3) The miRNA is hsa-miR-5087 with sequence GGGUUUGUAGCUUUGCUGGCAUG. The protein sequence of the target gene is MDLSELERDNTGRCRLSSPVPAVCLKEPCVLGVDEAGRGPVLGPMVYAICYCPLSRLADLEALKVADSKTLTENERERLFAKMEEDGDFVGWALDVLSPNLISTSMLGRVKYNLNSLSHDTAAGLIQYALDQNVNVTQVFVDTVGMPETYQARLQQHFPGIEVTVKAKADSLFPVVSAASIFAKVARDKAVKNWQFVENLQDLDSDYGSGYPNDPKTKAWLRKHVDPVFGFPQFVRFSWSTAQAILEKEAEDVIWEDSEAEEDPERPGKITSYFSQGPQTCRPQAPHRYFQERGLEAASS.... Result: 0 (no interaction).